Dataset: Full USPTO retrosynthesis dataset with 1.9M reactions from patents (1976-2016). Task: Predict the reactants needed to synthesize the given product. (1) The reactants are: [H-].[Na+].[C:3]1([CH2:9][CH2:10][OH:11])[CH:8]=[CH:7][CH:6]=[CH:5][CH:4]=1.Cl[CH2:13][C:14]([OH:16])=[O:15]. Given the product [CH2:10]([O:11][CH2:13][C:14]([OH:16])=[O:15])[CH2:9][C:3]1[CH:8]=[CH:7][CH:6]=[CH:5][CH:4]=1, predict the reactants needed to synthesize it. (2) Given the product [CH2:29]([NH:1][C:2]1[C:3]([F:28])=[C:4]([CH:25]=[CH:26][CH:27]=1)[C:5]([NH:7][C:8]1[N:9]([CH3:24])[N:10]=[C:11]([C:17]([F:22])([F:23])[C:18]([F:19])([F:20])[F:21])[C:12]=1[C:13]([F:15])([F:16])[F:14])=[O:6])[CH3:30], predict the reactants needed to synthesize it. The reactants are: [NH2:1][C:2]1[C:3]([F:28])=[C:4]([CH:25]=[CH:26][CH:27]=1)[C:5]([NH:7][C:8]1[N:9]([CH3:24])[N:10]=[C:11]([C:17]([F:23])([F:22])[C:18]([F:21])([F:20])[F:19])[C:12]=1[C:13]([F:16])([F:15])[F:14])=[O:6].[C:29](O)(=O)[CH3:30].C(=O)C.C([BH3-])#N.[Na+].C(=O)([O-])O.[Na+].